From a dataset of Catalyst prediction with 721,799 reactions and 888 catalyst types from USPTO. Predict which catalyst facilitates the given reaction. (1) Reactant: [NH:1]1[CH:5]=[C:4]([CH:6]=[C:7]2[CH2:16][CH2:15][C:14]3[C:9](=[CH:10][CH:11]=[CH:12][CH:13]=3)[C:8]2=[O:17])[N:3]=[CH:2]1.C(N(CC)CC)C.[C:25]1([C:31](Cl)([C:38]2[CH:43]=[CH:42][CH:41]=[CH:40][CH:39]=2)[C:32]2[CH:37]=[CH:36][CH:35]=[CH:34][CH:33]=2)[CH:30]=[CH:29][CH:28]=[CH:27][CH:26]=1. Product: [C:31]([N:1]1[CH:5]=[C:4]([CH2:6][CH:7]2[CH2:16][CH2:15][C:14]3[C:9](=[CH:10][CH:11]=[CH:12][CH:13]=3)[C:8]2=[O:17])[N:3]=[CH:2]1)([C:25]1[CH:30]=[CH:29][CH:28]=[CH:27][CH:26]=1)([C:38]1[CH:39]=[CH:40][CH:41]=[CH:42][CH:43]=1)[C:32]1[CH:33]=[CH:34][CH:35]=[CH:36][CH:37]=1. The catalyst class is: 3. (2) Reactant: [CH2:1]([O:3][C:4]([C:6]1([CH3:17])[CH2:9][CH2:8][N:7]1CC1C=CC=CC=1)=[O:5])[CH3:2].[CH3:30][C:29]([O:28][C:26](O[C:26]([O:28][C:29]([CH3:32])([CH3:31])[CH3:30])=[O:27])=[O:27])([CH3:32])[CH3:31]. Product: [CH3:2][CH2:1][O:3][C:4]([C:6]1([CH3:17])[CH2:9][CH2:8][N:7]1[C:26]([O:28][C:29]([CH3:30])([CH3:31])[CH3:32])=[O:27])=[O:5]. The catalyst class is: 50. (3) Reactant: [Cl:1][C:2]1[N:7]=[C:6]([Cl:8])[C:5]([CH2:9]Cl)=[CH:4][N:3]=1.[I-:11].[Na+]. Product: [Cl:1][C:2]1[N:7]=[C:6]([Cl:8])[C:5]([CH2:9][I:11])=[CH:4][N:3]=1. The catalyst class is: 21.